Task: Regression. Given two drug SMILES strings and cell line genomic features, predict the synergy score measuring deviation from expected non-interaction effect.. Dataset: NCI-60 drug combinations with 297,098 pairs across 59 cell lines (1) Drug 1: CC1CCC2CC(C(=CC=CC=CC(CC(C(=O)C(C(C(=CC(C(=O)CC(OC(=O)C3CCCCN3C(=O)C(=O)C1(O2)O)C(C)CC4CCC(C(C4)OC)OCCO)C)C)O)OC)C)C)C)OC. Drug 2: C1C(C(OC1N2C=NC(=NC2=O)N)CO)O. Cell line: HOP-62. Synergy scores: CSS=9.34, Synergy_ZIP=0.415, Synergy_Bliss=10.5, Synergy_Loewe=4.52, Synergy_HSA=4.58. (2) Drug 1: COC1=NC(=NC2=C1N=CN2C3C(C(C(O3)CO)O)O)N. Drug 2: C1=CC=C(C=C1)NC(=O)CCCCCCC(=O)NO. Cell line: SF-539. Synergy scores: CSS=10.2, Synergy_ZIP=-1.76, Synergy_Bliss=-2.48, Synergy_Loewe=-24.0, Synergy_HSA=-2.90. (3) Drug 1: CN1C2=C(C=C(C=C2)N(CCCl)CCCl)N=C1CCCC(=O)O.Cl. Drug 2: CN(CCCl)CCCl.Cl. Cell line: HT29. Synergy scores: CSS=20.1, Synergy_ZIP=-1.85, Synergy_Bliss=-0.0672, Synergy_Loewe=-28.0, Synergy_HSA=-1.45. (4) Drug 1: CC12CCC(CC1=CCC3C2CCC4(C3CC=C4C5=CN=CC=C5)C)O. Drug 2: N.N.Cl[Pt+2]Cl. Cell line: MDA-MB-231. Synergy scores: CSS=1.51, Synergy_ZIP=-1.64, Synergy_Bliss=-3.47, Synergy_Loewe=-3.25, Synergy_HSA=-3.47. (5) Drug 1: CCN(CC)CCNC(=O)C1=C(NC(=C1C)C=C2C3=C(C=CC(=C3)F)NC2=O)C. Cell line: SR. Drug 2: C1CN(P(=O)(OC1)NCCCl)CCCl. Synergy scores: CSS=-5.78, Synergy_ZIP=1.48, Synergy_Bliss=-7.91, Synergy_Loewe=-12.1, Synergy_HSA=-13.9. (6) Drug 1: C1C(C(OC1N2C=C(C(=O)NC2=O)F)CO)O. Drug 2: C1=CC=C(C(=C1)C(C2=CC=C(C=C2)Cl)C(Cl)Cl)Cl. Cell line: OVCAR-8. Synergy scores: CSS=14.6, Synergy_ZIP=-8.23, Synergy_Bliss=-0.861, Synergy_Loewe=-26.7, Synergy_HSA=-1.53.